Dataset: Forward reaction prediction with 1.9M reactions from USPTO patents (1976-2016). Task: Predict the product of the given reaction. (1) Given the reactants [Br:1][C:2]1[CH:3]=[C:4]([OH:10])[C:5]([O:8][CH3:9])=[CH:6][CH:7]=1.[C:11]([O:15][C:16]([N:18]1[CH2:23]C2[CH:20]([O:21]2)[CH2:19]1)=[O:17])([CH3:14])([CH3:13])[CH3:12].[C:24](=O)([O-])[O-].[Cs+].[Cs+], predict the reaction product. The product is: [C:11]([O:15][C:16]([N:18]1[CH2:19][C@@H:20]([OH:21])[C@H:9]([O:8][C:5]2[CH:6]=[CH:7][C:2]([Br:1])=[CH:3][C:4]=2[O:10][CH3:24])[CH2:23]1)=[O:17])([CH3:14])([CH3:13])[CH3:12]. (2) Given the reactants [Si]([O:8][CH2:9][CH2:10][CH2:11][N:12]1[C:20](=[O:21])[C:19]2[N:18]([CH2:22][C:23]3[CH:28]=[CH:27][C:26]([Cl:29])=[CH:25][CH:24]=3)[C:17]([O:30][CH:31]3[CH2:35][CH2:34][CH2:33][CH2:32]3)=[N:16][C:15]=2[N:14]([CH3:36])[C:13]1=[O:37])(C(C)(C)C)(C)C.Cl, predict the reaction product. The product is: [Cl:29][C:26]1[CH:25]=[CH:24][C:23]([CH2:22][N:18]2[C:19]3[C:20](=[O:21])[N:12]([CH2:11][CH2:10][CH2:9][OH:8])[C:13](=[O:37])[N:14]([CH3:36])[C:15]=3[N:16]=[C:17]2[O:30][CH:31]2[CH2:35][CH2:34][CH2:33][CH2:32]2)=[CH:28][CH:27]=1. (3) Given the reactants [CH3:1][CH:2]1[C@H:10]2[N:6]([CH2:7][CH2:8][CH2:9]2)[C:5](=O)[CH:4]=[C:3]1N1CCCC1.[H-].[Al+3].[Li+].[H-].[H-].[H-].[OH-].[Na+].C([OH:27])C, predict the reaction product. The product is: [CH3:1][CH:2]1[C@H:10]2[N:6]([CH2:7][CH2:8][CH2:9]2)[CH2:5][CH2:4][C:3]1=[O:27]. (4) The product is: [Cl:1][C:2]1[C:7]([C:8]2[CH:13]=[CH:12][CH:11]=[C:10]([CH2:14][CH3:15])[CH:9]=2)=[C:6]([C@@:16]([OH:25])([C@@H:26]2[CH2:31][CH2:30][CH2:29][NH:28][CH2:27]2)[CH2:17][CH2:18][CH2:19][NH:20][C:21](=[O:24])[CH2:22][OH:23])[CH:5]=[CH:4][CH:3]=1. Given the reactants [Cl:1][C:2]1[C:7]([C:8]2[CH:13]=[CH:12][CH:11]=[C:10]([CH2:14][CH3:15])[CH:9]=2)=[C:6]([C@:16]([C@@H:26]2[CH2:31][CH2:30][CH2:29][N:28](C(OC(C)(C)C)=O)[CH2:27]2)([OH:25])[CH2:17][CH2:18][CH2:19][NH:20][C:21](=[O:24])[CH2:22][OH:23])[CH:5]=[CH:4][CH:3]=1.Cl, predict the reaction product. (5) Given the reactants [CH3:1][O:2][C:3]1[CH:4]=[C:5]2[C:10](=[CH:11][C:12]=1[O:13][CH3:14])[N:9]=[CH:8][CH:7]=[C:6]2[O:15][C:16]1[CH:22]=[CH:21][C:19]([NH2:20])=[CH:18][CH:17]=1.C(N(CC)CC)C.ClC(Cl)(O[C:34](=[O:40])OC(Cl)(Cl)Cl)Cl.[CH3:42][C:43]1[CH:48]=[CH:47][C:46]([C@@H:49]([NH2:51])[CH3:50])=[CH:45][CH:44]=1, predict the reaction product. The product is: [CH3:1][O:2][C:3]1[CH:4]=[C:5]2[C:10](=[CH:11][C:12]=1[O:13][CH3:14])[N:9]=[CH:8][CH:7]=[C:6]2[O:15][C:16]1[CH:22]=[CH:21][C:19]([NH:20][C:34]([NH:51][C@H:49]([C:46]2[CH:47]=[CH:48][C:43]([CH3:42])=[CH:44][CH:45]=2)[CH3:50])=[O:40])=[CH:18][CH:17]=1. (6) The product is: [NH2:23][C:22]1[CH:21]=[CH:20][C:15]([C:16]([O:18][CH3:19])=[O:17])=[CH:14][C:13]=1[NH:12][C:7](=[O:8])[C:6]1[CH:10]=[CH:11][C:3]([O:2][CH3:1])=[CH:4][CH:5]=1. Given the reactants [CH3:1][O:2][C:3]1[CH:11]=[CH:10][C:6]([C:7](Cl)=[O:8])=[CH:5][CH:4]=1.[NH2:12][C:13]1[CH:14]=[C:15]([CH:20]=[CH:21][C:22]=1[NH2:23])[C:16]([O:18][CH3:19])=[O:17].N1C=CC=CC=1, predict the reaction product. (7) Given the reactants CS(O[CH2:6][C@@H:7]1[O:12][C:11]2[CH:13]=[CH:14][C:15]([NH:17][C:18](=[O:27])[C:19]3[C:24]([F:25])=[CH:23][CH:22]=[CH:21][C:20]=3[Cl:26])=[CH:16][C:10]=2[N:9]([S:28]([C:31]2[CH:36]=[CH:35][CH:34]=[C:33]([C:37]#[N:38])[CH:32]=2)(=[O:30])=[O:29])[CH2:8]1)(=O)=O.[NH:39]1[CH2:43][CH2:42][CH2:41][CH2:40]1, predict the reaction product. The product is: [Cl:26][C:20]1[CH:21]=[CH:22][CH:23]=[C:24]([F:25])[C:19]=1[C:18]([NH:17][C:15]1[CH:14]=[CH:13][C:11]2[O:12][C@@H:7]([CH2:6][N:39]3[CH2:43][CH2:42][CH2:41][CH2:40]3)[CH2:8][N:9]([S:28]([C:31]3[CH:36]=[CH:35][CH:34]=[C:33]([C:37]#[N:38])[CH:32]=3)(=[O:29])=[O:30])[C:10]=2[CH:16]=1)=[O:27]. (8) Given the reactants [C:1]([O:5][C:6]([N:8]1[CH2:13][CH2:12][CH:11]([NH:14][C:15]2[O:16][C:17]3[CH:23]=[CH:22][CH:21]=[C:20]([OH:24])[C:18]=3[N:19]=2)[CH2:10][CH2:9]1)=[O:7])([CH3:4])([CH3:3])[CH3:2].[N:25]1[CH:30]=[CH:29][C:28]([CH2:31]O)=[CH:27][CH:26]=1.C1(P(C2C=CC=CC=2)C2C=CC=CC=2)C=CC=CC=1.N(C(OC(C)(C)C)=O)=NC(OC(C)(C)C)=O, predict the reaction product. The product is: [C:1]([O:5][C:6]([N:8]1[CH2:13][CH2:12][CH:11]([NH:14][C:15]2[O:16][C:17]3[CH:23]=[CH:22][CH:21]=[C:20]([O:24][CH2:31][C:28]4[CH:29]=[CH:30][N:25]=[CH:26][CH:27]=4)[C:18]=3[N:19]=2)[CH2:10][CH2:9]1)=[O:7])([CH3:4])([CH3:2])[CH3:3].